Dataset: Forward reaction prediction with 1.9M reactions from USPTO patents (1976-2016). Task: Predict the product of the given reaction. (1) The product is: [F:1][C:2]1[CH:3]=[CH:4][C:5]([CH:8]2[C:9](=[O:10])[C:11]3[C:12](=[CH:13][C:14]([O:17][CH:18]4[CH2:23][CH2:22][CH2:21][CH2:20][O:19]4)=[CH:15][CH:16]=3)[O:24][CH:41]2[C:40]2[CH:43]=[CH:44][C:37]([I:36])=[CH:38][CH:39]=2)=[CH:6][CH:7]=1. Given the reactants [F:1][C:2]1[CH:7]=[CH:6][C:5]([CH2:8][C:9]([C:11]2[CH:16]=[CH:15][C:14]([O:17][CH:18]3[CH2:23][CH2:22][CH2:21][CH2:20][O:19]3)=[CH:13][C:12]=2[OH:24])=[O:10])=[CH:4][CH:3]=1.N12CCCN=C1CCCCC2.[I:36][C:37]1[CH:44]=[CH:43][C:40]([CH:41]=O)=[CH:39][CH:38]=1.N1CCCCC1, predict the reaction product. (2) The product is: [CH3:27][O:26][C:24](=[O:25])[C:23]1[CH:28]=[CH:29][C:20]([O:18][C@H:15]2[CH2:14][CH2:13][C@H:12]([C:10]([N:7]3[CH2:8][CH2:9][N:4]([CH:1]([CH3:3])[CH3:2])[CH2:5][CH2:6]3)=[O:11])[CH2:17][CH2:16]2)=[CH:21][CH:22]=1. Given the reactants [CH:1]([N:4]1[CH2:9][CH2:8][N:7]([C:10]([C@H:12]2[CH2:17][CH2:16][C@@H:15]([OH:18])[CH2:14][CH2:13]2)=[O:11])[CH2:6][CH2:5]1)([CH3:3])[CH3:2].O[C:20]1[CH:29]=[CH:28][C:23]([C:24]([O:26][CH3:27])=[O:25])=[CH:22][CH:21]=1.C1(P(C2C=CC=CC=2)C2C=CC=CC=2)C=CC=CC=1.N(C(OC(C)(C)C)=O)=NC(OC(C)(C)C)=O, predict the reaction product. (3) Given the reactants [CH2:1]([O:8][C@@H:9]1[C@@H:17]([CH2:18][O:19]CC2C=CC=CC=2)[O:16][C@H:15]2[C@H:11]([N:12]=[C:13]([N:27]([CH3:29])[CH3:28])[S:14]2)[C@H:10]1[O:30][CH2:31][C:32]1[CH:37]=[CH:36][CH:35]=[CH:34][CH:33]=1)[C:2]1[CH:7]=[CH:6][CH:5]=[CH:4][CH:3]=1.C([O-])([O-])=O.[K+].[K+], predict the reaction product. The product is: [CH2:1]([O:8][C@@H:9]1[C@@H:17]([CH2:18][OH:19])[O:16][C@H:15]2[C@H:11]([N:12]=[C:13]([N:27]([CH3:29])[CH3:28])[S:14]2)[C@H:10]1[O:30][CH2:31][C:32]1[CH:33]=[CH:34][CH:35]=[CH:36][CH:37]=1)[C:2]1[CH:3]=[CH:4][CH:5]=[CH:6][CH:7]=1. (4) Given the reactants [F:1][C:2]1[CH:3]=[C:4]2[C:9](=[CH:10][CH:11]=1)[N:8]=[C:7]([C:12](=O)[CH3:13])[C:6]([C:15]1[CH:20]=[CH:19][CH:18]=[C:17]([S:21]([CH3:24])(=[O:23])=[O:22])[N:16]=1)=[CH:5]2.[C:25]([S@:29]([NH2:31])=[O:30])([CH3:28])([CH3:27])[CH3:26], predict the reaction product. The product is: [F:1][C:2]1[CH:3]=[C:4]2[C:9](=[CH:10][CH:11]=1)[N:8]=[C:7]([C:12](=[N:31][S@@:29]([C:25]([CH3:28])([CH3:27])[CH3:26])=[O:30])[CH3:13])[C:6]([C:15]1[CH:20]=[CH:19][CH:18]=[C:17]([S:21]([CH3:24])(=[O:23])=[O:22])[N:16]=1)=[CH:5]2. (5) The product is: [CH3:1][O:2][C:3]1[CH:8]=[CH:7][C:6]([S:9]([F:13])(=[O:11])=[O:10])=[CH:5][CH:4]=1. Given the reactants [CH3:1][O:2][C:3]1[CH:8]=[CH:7][C:6]([S:9](Cl)(=[O:11])=[O:10])=[CH:5][CH:4]=1.[F-:13].[K+].[F-].[Ca+2].[F-], predict the reaction product. (6) Given the reactants [Cl:1][C:2]1[CH:3]=[C:4]([N:9]2[C:13]([C:14]3[CH:15]=[CH:16][C:17]4[N:18]([N:20]=[CH:21][N:22]=4)[CH:19]=3)=[C:12]([CH3:23])[NH:11][C:10]2=[O:24])[CH:5]=[CH:6][C:7]=1[F:8].CN(C)C=O.CC(C)([O-])C.[K+].Br[CH2:37][C:38]1[CH:43]=[CH:42][CH:41]=[C:40]([F:44])[CH:39]=1, predict the reaction product. The product is: [N:22]1[CH:21]=[N:20][N:18]2[CH:19]=[C:14]([C:13]3[N:9]([C:4]4[CH:5]=[CH:6][C:7]([F:8])=[C:2]([Cl:1])[CH:3]=4)[C:10](=[O:24])[N:11]([CH2:37][C:38]4[CH:43]=[CH:42][CH:41]=[C:40]([F:44])[CH:39]=4)[C:12]=3[CH3:23])[CH:15]=[CH:16][C:17]=12. (7) Given the reactants [CH:1]1[C:13]2[CH:12]([CH2:14][O:15][C:16]([NH:18][C:19]([CH3:26])([CH2:24][OH:25])[C:20]([O:22][CH3:23])=[O:21])=[O:17])[C:11]3[C:6](=[CH:7][CH:8]=[CH:9][CH:10]=3)[C:5]=2[CH:4]=[CH:3][CH:2]=1.[S:27](Cl)([C:30]1[CH:36]=[CH:35][C:33]([CH3:34])=[CH:32][CH:31]=1)(=[O:29])=[O:28].N1C=CC=CC=1, predict the reaction product. The product is: [CH:10]1[C:11]2[CH:12]([CH2:14][O:15][C:16]([NH:18][C:19]([CH3:26])([CH2:24][O:25][S:27]([C:30]3[CH:36]=[CH:35][C:33]([CH3:34])=[CH:32][CH:31]=3)(=[O:29])=[O:28])[C:20]([O:22][CH3:23])=[O:21])=[O:17])[C:13]3[C:5](=[CH:4][CH:3]=[CH:2][CH:1]=3)[C:6]=2[CH:7]=[CH:8][CH:9]=1. (8) Given the reactants [CH3:1][O:2][C:3](=[O:18])/[C:4](/[C:10]1[CH:15]=[CH:14][C:13]([O:16][CH3:17])=[CH:12][CH:11]=1)=[CH:5]/[C:6]([O:8][CH3:9])=[O:7], predict the reaction product. The product is: [CH3:1][O:2][C:3](=[O:18])[CH:4]([C:10]1[CH:11]=[CH:12][C:13]([O:16][CH3:17])=[CH:14][CH:15]=1)[CH2:5][C:6]([O:8][CH3:9])=[O:7].